This data is from Catalyst prediction with 721,799 reactions and 888 catalyst types from USPTO. The task is: Predict which catalyst facilitates the given reaction. Reactant: [CH2:1]([O:8][C:9](=[O:14])[NH:10][CH:11]1[CH2:13][CH2:12]1)[C:2]1[CH:7]=[CH:6][CH:5]=[CH:4][CH:3]=1.[CH3:15]I.[H-].[Na+]. Product: [CH2:1]([O:8][C:9](=[O:14])[N:10]([CH:11]1[CH2:12][CH2:13]1)[CH3:15])[C:2]1[CH:7]=[CH:6][CH:5]=[CH:4][CH:3]=1. The catalyst class is: 1.